The task is: Predict the reaction yield, written as a fraction of the theoretical maximum amount of product (1.0 means a 100% yield; for example, 0.34 means a 34% yield).. This data is from Reaction yield outcomes from USPTO patents with 853,638 reactions. (1) The reactants are [N+:1]([C:4]1[CH:9]=[CH:8][CH:7]=[CH:6][C:5]=1[S:10]([N:13]1[CH2:18][CH2:17][CH2:16][C@@H:15]([C:19](O)=[O:20])[CH2:14]1)(=[O:12])=[O:11])([O-:3])=[O:2].[NH:22]1[CH2:26][CH2:25][CH:24]([C:27]2[CH:28]=[N:29][CH:30]=[CH:31][CH:32]=2)[CH2:23]1.F[P-](F)(F)(F)(F)F.N1(O[P+](N(C)C)(N(C)C)N(C)C)C2C=CC=CC=2N=N1.C(N(CC)C(C)C)(C)C. The catalyst is C(Cl)Cl. The product is [N+:1]([C:4]1[CH:9]=[CH:8][CH:7]=[CH:6][C:5]=1[S:10]([N:13]1[CH2:18][CH2:17][CH2:16][C@@H:15]([C:19]([N:22]2[CH2:26][CH2:25][CH:24]([C:27]3[CH:28]=[N:29][CH:30]=[CH:31][CH:32]=3)[CH2:23]2)=[O:20])[CH2:14]1)(=[O:11])=[O:12])([O-:3])=[O:2]. The yield is 0.970. (2) The product is [Cl:1][C:2]1[C:3]([CH3:9])=[CH:4][C:5]2[N:6]([CH:11]=[CH:12][N:8]=2)[N:7]=1. The reactants are [Cl:1][C:2]1[N:7]=[N:6][C:5]([NH2:8])=[CH:4][C:3]=1[CH3:9].Cl[CH2:11][CH:12]=O. The catalyst is C(O)CCC. The yield is 0.334. (3) The reactants are [Cl:1][C:2]1[CH:3]=[C:4]([C:8]2[CH:16]=[CH:15][CH:14]=[C:13]3[C:9]=2[CH2:10][C:11](=[O:17])[NH:12]3)[CH:5]=[CH:6][CH:7]=1.[CH3:18][C:19]1[C:23]([C:24]([N:26]2[CH2:31][CH2:30][N:29]([CH3:32])[CH2:28][CH2:27]2)=[O:25])=[C:22]([CH3:33])[NH:21][C:20]=1[CH:34]=O. The catalyst is C(O)C.N1CCCCC1. The product is [CH3:18][C:19]1[C:23]([C:24]([N:26]2[CH2:27][CH2:28][N:29]([CH3:32])[CH2:30][CH2:31]2)=[O:25])=[C:22]([CH3:33])[NH:21][C:20]=1[CH:34]=[C:10]1[C:9]2[C:13](=[CH:14][CH:15]=[CH:16][C:8]=2[C:4]2[CH:5]=[CH:6][CH:7]=[C:2]([Cl:1])[CH:3]=2)[NH:12][C:11]1=[O:17]. The yield is 0.510. (4) The reactants are [CH2:1]([O:3][C:4](=[O:14])[C:5]1[CH:10]=[C:9](Br)[CH:8]=[N:7][C:6]=1[NH:12][CH3:13])[CH3:2].[Cl-].[Li+].[CH:17]([Sn](CCCC)(CCCC)CCCC)=[CH2:18]. The catalyst is CS(C)=O.[Cu]Cl.C1C=CC([P]([Pd]([P](C2C=CC=CC=2)(C2C=CC=CC=2)C2C=CC=CC=2)([P](C2C=CC=CC=2)(C2C=CC=CC=2)C2C=CC=CC=2)[P](C2C=CC=CC=2)(C2C=CC=CC=2)C2C=CC=CC=2)(C2C=CC=CC=2)C2C=CC=CC=2)=CC=1. The product is [CH2:1]([O:3][C:4](=[O:14])[C:5]1[CH:10]=[C:9]([CH:17]=[CH2:18])[CH:8]=[N:7][C:6]=1[NH:12][CH3:13])[CH3:2]. The yield is 0.910. (5) The reactants are Cl[C:2]1[N:7]=[C:6]([C:8]2[S:12][C:11]([C:13]([CH3:16])([CH3:15])[CH3:14])=[N:10][C:9]=2[C:17]2[C:18]([F:35])=[C:19]([NH:23][S:24]([C:27]3[C:32]([F:33])=[CH:31][CH:30]=[CH:29][C:28]=3[F:34])(=[O:26])=[O:25])[CH:20]=[CH:21][CH:22]=2)[CH:5]=[CH:4][N:3]=1.[CH3:36][S:37]([N:40]1[CH2:45][CH2:44][CH:43]([NH2:46])[CH2:42][CH2:41]1)(=[O:39])=[O:38]. The catalyst is FC(F)(F)CO. The product is [CH3:14][C:13]([C:11]1[S:12][C:8]([C:6]2[CH:5]=[CH:4][N:3]=[C:2]([NH:46][CH:43]3[CH2:44][CH2:45][N:40]([S:37]([CH3:36])(=[O:39])=[O:38])[CH2:41][CH2:42]3)[N:7]=2)=[C:9]([C:17]2[C:18]([F:35])=[C:19]([NH:23][S:24]([C:27]3[C:32]([F:33])=[CH:31][CH:30]=[CH:29][C:28]=3[F:34])(=[O:26])=[O:25])[CH:20]=[CH:21][CH:22]=2)[N:10]=1)([CH3:16])[CH3:15]. The yield is 0.200.